From a dataset of NCI-60 drug combinations with 297,098 pairs across 59 cell lines. Regression. Given two drug SMILES strings and cell line genomic features, predict the synergy score measuring deviation from expected non-interaction effect. (1) Drug 1: CC1C(C(CC(O1)OC2CC(CC3=C2C(=C4C(=C3O)C(=O)C5=C(C4=O)C(=CC=C5)OC)O)(C(=O)CO)O)N)O.Cl. Drug 2: C1=NNC2=C1C(=O)NC=N2. Cell line: M14. Synergy scores: CSS=1.58, Synergy_ZIP=0.733, Synergy_Bliss=1.68, Synergy_Loewe=-3.02, Synergy_HSA=-1.36. (2) Drug 1: CC=C1C(=O)NC(C(=O)OC2CC(=O)NC(C(=O)NC(CSSCCC=C2)C(=O)N1)C(C)C)C(C)C. Drug 2: CS(=O)(=O)OCCCCOS(=O)(=O)C. Cell line: SR. Synergy scores: CSS=96.0, Synergy_ZIP=-5.05, Synergy_Bliss=-4.50, Synergy_Loewe=-3.13, Synergy_HSA=-0.562. (3) Drug 1: CC1=C(C(=CC=C1)Cl)NC(=O)C2=CN=C(S2)NC3=CC(=NC(=N3)C)N4CCN(CC4)CCO. Drug 2: CC1C(C(CC(O1)OC2CC(CC3=C2C(=C4C(=C3O)C(=O)C5=C(C4=O)C(=CC=C5)OC)O)(C(=O)CO)O)N)O.Cl. Cell line: TK-10. Synergy scores: CSS=60.4, Synergy_ZIP=3.33, Synergy_Bliss=7.05, Synergy_Loewe=-2.41, Synergy_HSA=10.4.